From a dataset of Peptide-MHC class II binding affinity with 134,281 pairs from IEDB. Regression. Given a peptide amino acid sequence and an MHC pseudo amino acid sequence, predict their binding affinity value. This is MHC class II binding data. (1) The peptide sequence is AFKVAAHAANAAPAN. The MHC is DRB1_0802 with pseudo-sequence DRB1_0802. The binding affinity (normalized) is 0.569. (2) The peptide sequence is WASHIHLVIHRIRTL. The MHC is DRB3_0101 with pseudo-sequence DRB3_0101. The binding affinity (normalized) is 0.